From a dataset of Full USPTO retrosynthesis dataset with 1.9M reactions from patents (1976-2016). Predict the reactants needed to synthesize the given product. (1) Given the product [OH:32][C:17]([CH2:19][CH2:20][CH2:21][CH2:22][C@H:23]1[C@@H:24]2[C@@H:25]([NH:28][C:29]([NH:31]2)=[O:30])[CH2:26][S:27]1)=[O:18], predict the reactants needed to synthesize it. The reactants are: C1C(=O)N(OC(CCCCCN[C:17]([CH2:19][CH2:20][CH2:21][CH2:22][CH:23]2[S:27][CH2:26][CH:25]3[NH:28][C:29]([NH:31][CH:24]23)=[O:30])=[O:18])=O)C(=O)C1.[OH:32]P([O-])(O)=O.OP([O-])([O-])=O.[Na+].[Na+].[Na+].[Cl-].[Cl-].[K+].[K+]. (2) The reactants are: [C:1]([C:4]1[C:12]2[C:7](=[CH:8][C:9]([OH:13])=[CH:10][CH:11]=2)[N:6]([CH2:14][C:15]([N:17]2[CH2:21][C@H:20]([F:22])[CH2:19][C@H:18]2[C:23]([NH:25][CH2:26][C:27]2[CH:32]=[CH:31][CH:30]=[C:29]([Cl:33])[C:28]=2[F:34])=[O:24])=[O:16])[CH:5]=1)(=[O:3])[CH3:2].[C:35]([NH:39][S:40]([CH2:43]Cl)(=[O:42])=[O:41])([CH3:38])([CH3:37])[CH3:36].C([O-])([O-])=O.[Cs+].[Cs+]. Given the product [C:1]([C:4]1[C:12]2[C:7](=[CH:8][C:9]([O:13][CH2:43][S:40](=[O:42])(=[O:41])[NH:39][C:35]([CH3:38])([CH3:37])[CH3:36])=[CH:10][CH:11]=2)[N:6]([CH2:14][C:15]([N:17]2[CH2:21][C@H:20]([F:22])[CH2:19][C@H:18]2[C:23]([NH:25][CH2:26][C:27]2[CH:32]=[CH:31][CH:30]=[C:29]([Cl:33])[C:28]=2[F:34])=[O:24])=[O:16])[CH:5]=1)(=[O:3])[CH3:2], predict the reactants needed to synthesize it.